This data is from Forward reaction prediction with 1.9M reactions from USPTO patents (1976-2016). The task is: Predict the product of the given reaction. (1) The product is: [CH2:7]([O:14][C:15]1[CH:24]=[C:23]([CH:25]2[CH2:28][CH2:27][CH2:26]2)[C:22]([Br:29])=[CH:21][C:16]=1[C:17]([O:19][CH3:20])=[O:18])[C:8]1[CH:9]=[CH:10][CH:11]=[CH:12][CH:13]=1. Given the reactants C(=O)([O-])[O-].[Na+].[Na+].[CH2:7]([O:14][C:15]1[CH:24]=[C:23]([CH:25]2[CH2:28][CH2:27][CH2:26]2)[CH:22]=[CH:21][C:16]=1[C:17]([O:19][CH3:20])=[O:18])[C:8]1[CH:13]=[CH:12][CH:11]=[CH:10][CH:9]=1.[Br:29]Br.C(=O)([O-])O.[Na+], predict the reaction product. (2) Given the reactants [CH3:1][NH2:2].Cl[C:4]1[C:9]([N+:10]([O-:12])=[O:11])=[CH:8][CH:7]=[CH:6][C:5]=1[N+:13]([O-:15])=[O:14], predict the reaction product. The product is: [N+:13]([C:5]1[CH:6]=[CH:7][CH:8]=[C:9]([N+:10]([O-:12])=[O:11])[C:4]=1[NH:2][CH3:1])([O-:15])=[O:14]. (3) The product is: [NH2:1][C:2]1[N:7]=[C:6]([O:8][S:29]([C:32]([F:35])([F:34])[F:33])(=[O:31])=[O:30])[C:5]([F:9])=[C:4]([C:10]2[O:11][CH:12]=[CH:13][CH:14]=2)[N:3]=1. Given the reactants [NH2:1][C:2]1[NH:7][C:6](=[O:8])[C:5]([F:9])=[C:4]([C:10]2[O:11][CH:12]=[CH:13][CH:14]=2)[N:3]=1.C(C1C=CC=C(C(C)(C)C)N=1)(C)(C)C.[S:29](O[S:29]([C:32]([F:35])([F:34])[F:33])(=[O:31])=[O:30])([C:32]([F:35])([F:34])[F:33])(=[O:31])=[O:30], predict the reaction product. (4) Given the reactants [O:1]1[CH:5]=[CH:4][CH:3]=[C:2]1[CH:6]=O.[C:8]([O:12][C:13]([N:15]1[CH2:20][CH2:19][CH:18]([NH2:21])[CH2:17][CH2:16]1)=[O:14])([CH3:11])([CH3:10])[CH3:9].C(N(CC)CC)C.C([BH3-])#N.[Na+].[OH-].[Na+], predict the reaction product. The product is: [C:8]([O:12][C:13]([N:15]1[CH2:20][CH2:19][CH:18]([NH:21][CH2:6][C:2]2[O:1][CH:5]=[CH:4][CH:3]=2)[CH2:17][CH2:16]1)=[O:14])([CH3:11])([CH3:9])[CH3:10]. (5) Given the reactants [CH2:1]([C:3]1[N:4]([CH2:9][CH2:10][NH2:11])[CH:5]=[C:6]([I:8])[N:7]=1)[CH3:2].[F:12][CH:13]([F:25])[O:14][C:15]1[CH:20]=[CH:19][C:18]([CH2:21][CH2:22][CH:23]=O)=[CH:17][CH:16]=1, predict the reaction product. The product is: [F:12][CH:13]([F:25])[O:14][C:15]1[CH:20]=[CH:19][C:18]([CH2:21][CH2:22][CH:23]2[NH:11][CH2:10][CH2:9][N:4]3[C:3]([CH2:1][CH3:2])=[N:7][C:6]([I:8])=[C:5]23)=[CH:17][CH:16]=1. (6) Given the reactants [Cl:1][CH2:2][C:3]1[CH:12]=[CH:11][C:6]2[C:7]([OH:10])=[N:8][O:9][C:5]=2[CH:4]=1.C1(C)C=CC(S(O)(=O)=O)=CC=1.[NH+]1C=CC=CC=1.[O:30]1[CH:35]=[CH:34][CH2:33][CH2:32][CH2:31]1.O, predict the reaction product. The product is: [Cl:1][CH2:2][C:3]1[CH:12]=[CH:11][C:6]2[C:7](=[O:10])[N:8]([CH:31]3[CH2:32][CH2:33][CH2:34][CH2:35][O:30]3)[O:9][C:5]=2[CH:4]=1. (7) Given the reactants Cl[C:2]1[N:10]=[CH:9][N:8]=[C:7]2[C:3]=1[N:4]=[C:5]([C:12]1[CH:13]=[N:14][N:15]([CH3:17])[CH:16]=1)[N:6]2[CH3:11].[CH:18]1([CH2:21][O:22][C:23]2[CH:28]=[CH:27][C:26]([N:29]3[CH2:34][CH2:33][NH:32][CH2:31][CH2:30]3)=[CH:25][CH:24]=2)[CH2:20][CH2:19]1.C(N(CC)CC)C, predict the reaction product. The product is: [CH:18]1([CH2:21][O:22][C:23]2[CH:24]=[CH:25][C:26]([N:29]3[CH2:34][CH2:33][N:32]([C:2]4[N:10]=[CH:9][N:8]=[C:7]5[C:3]=4[N:4]=[C:5]([C:12]4[CH:13]=[N:14][N:15]([CH3:17])[CH:16]=4)[N:6]5[CH3:11])[CH2:31][CH2:30]3)=[CH:27][CH:28]=2)[CH2:19][CH2:20]1. (8) Given the reactants Cl.[NH2:2][C:3]1[N:7]([C:8]2[CH:13]=[CH:12][C:11]([CH3:14])=[CH:10][CH:9]=2)[N:6]=[C:5]([C:15]([CH3:18])([CH3:17])[CH3:16])[CH:4]=1.O.[OH-].[Na+].Cl[C:23]([O:25][CH2:26][C:27]([Cl:30])([Cl:29])[Cl:28])=[O:24], predict the reaction product. The product is: [Cl:28][C:27]([Cl:30])([Cl:29])[CH2:26][O:25][C:23]([NH:2][C:3]1[N:7]([C:8]2[CH:13]=[CH:12][C:11]([CH3:14])=[CH:10][CH:9]=2)[N:6]=[C:5]([C:15]([CH3:18])([CH3:17])[CH3:16])[CH:4]=1)=[O:24]. (9) Given the reactants C1([S:7](Cl)(=[O:9])=[O:8])C=CC=CC=1.C(O[C:16](=[O:37])[NH:17][C@H:18]([C:26](=[O:36])[NH:27][CH:28]1[CH2:34][CH2:33][CH2:32][NH:31][CH2:30][CH:29]1[OH:35])[CH2:19][C:20]1[CH:25]=[CH:24][CH:23]=[CH:22][CH:21]=1)(C)(C)C.C(O[C:54](=O)[NH:55][C@H:56](C(=O)N[CH:52]1[CH2:58][CH2:57][CH2:56][NH:55][CH2:54]C1O)[CH2:57][CH:58](C)[CH3:52])(C)(C)C.[C:62]1(C(O)=O)[C:71]2[C:66](=[CH:67][CH:68]=[CH:69][CH:70]=2)[CH:65]=[CH:64][CH:63]=1.O1C2C=CC(C(O)=O)=CC=2OC1, predict the reaction product. The product is: [O:35]=[C:29]1[CH:28]([NH:27][C:26]([C@@H:18]([NH:17][C:16]([C:62]2[C:71]3[C:66](=[CH:67][CH:68]=[CH:69][CH:70]=3)[CH:65]=[CH:64][CH:63]=2)=[O:37])[CH2:19][C:20]2[CH:21]=[CH:22][CH:23]=[CH:24][CH:25]=2)=[O:36])[CH2:34][CH2:33][CH2:32][N:31]([S:7]([C:56]2[CH:57]=[CH:58][CH:52]=[CH:54][N:55]=2)(=[O:9])=[O:8])[CH2:30]1.